Dataset: Full USPTO retrosynthesis dataset with 1.9M reactions from patents (1976-2016). Task: Predict the reactants needed to synthesize the given product. (1) Given the product [CH2:13]([C:11]1[O:12][C:8]2[CH:7]=[CH:6][C:5]([NH:4][S:2][CH3:1])=[CH:38][C:9]=2[C:10]=1[C:17]([C:19]1[CH:20]=[CH:21][C:22]([O:25][CH2:26][CH2:27][CH2:28][N:29]([CH2:30][CH2:31][CH2:32][CH3:33])[CH2:34][CH2:35][CH2:36][CH3:37])=[CH:23][CH:24]=1)=[O:18])[CH2:14][CH2:15][CH3:16], predict the reactants needed to synthesize it. The reactants are: [CH3:1][S:2]Cl.[NH2:4][C:5]1[CH:6]=[CH:7][C:8]2[O:12][C:11]([CH2:13][CH2:14][CH2:15][CH3:16])=[C:10]([C:17]([C:19]3[CH:24]=[CH:23][C:22]([O:25][CH2:26][CH2:27][CH2:28][N:29]([CH2:34][CH2:35][CH2:36][CH3:37])[CH2:30][CH2:31][CH2:32][CH3:33])=[CH:21][CH:20]=3)=[O:18])[C:9]=2[CH:38]=1.C[O-].[Na+].O. (2) Given the product [Cl:35][C:34]1[C:29]([N:16]2[CH2:17][CH2:18][N:13]([C:11]([C:10]3[CH:9]=[CH:8][C:7]([N:19]4[C@H:23]([CH2:24][O:25][CH3:26])[CH2:22][O:21][C:20]4=[O:27])=[CH:6][C:5]=3[S:2]([CH3:1])(=[O:3])=[O:4])=[O:12])[CH2:14][CH2:15]2)=[N:30][CH:31]=[C:32]([Cl:36])[CH:33]=1, predict the reactants needed to synthesize it. The reactants are: [CH3:1][S:2]([C:5]1[CH:6]=[C:7]([N:19]2[C@H:23]([CH2:24][O:25][CH3:26])[CH2:22][O:21][C:20]2=[O:27])[CH:8]=[CH:9][C:10]=1[C:11]([N:13]1[CH2:18][CH2:17][NH:16][CH2:15][CH2:14]1)=[O:12])(=[O:4])=[O:3].Cl[C:29]1[C:34]([Cl:35])=[CH:33][C:32]([Cl:36])=[CH:31][N:30]=1. (3) Given the product [Cl:5][C:6]1[CH:7]=[CH:8][C:9]([CH2:12][O:13][C:14]2[CH:19]=[CH:18][N:17]([C:20]3[CH:21]=[N:22][C:23]([NH:3][CH2:2][CH2:1][NH2:4])=[CH:24][CH:25]=3)[C:16](=[O:27])[CH:15]=2)=[N:10][CH:11]=1, predict the reactants needed to synthesize it. The reactants are: [CH2:1]([NH2:4])[CH2:2][NH2:3].[Cl:5][C:6]1[CH:7]=[CH:8][C:9]([CH2:12][O:13][C:14]2[CH:19]=[CH:18][N:17]([C:20]3[CH:21]=[N:22][C:23](F)=[CH:24][CH:25]=3)[C:16](=[O:27])[CH:15]=2)=[N:10][CH:11]=1.C([O-])([O-])=O.[K+].[K+]. (4) Given the product [CH3:1][O:2][C:3]1[CH:4]=[C:5]([NH:10][C:11]2[N:16]=[C:15]([N:17]3[C:21]([CH3:22])=[CH:20][C:19]([C:23]([F:26])([F:25])[F:24])=[N:18]3)[C:14]([C:27]3[CH:28]=[C:29]([C:35]([OH:37])=[O:36])[C:30](=[O:34])[N:31]([CH3:33])[CH:32]=3)=[CH:13][N:12]=2)[CH:6]=[C:7]([CH3:9])[CH:8]=1, predict the reactants needed to synthesize it. The reactants are: [CH3:1][O:2][C:3]1[CH:4]=[C:5]([NH:10][C:11]2[N:16]=[C:15]([N:17]3[C:21]([CH3:22])=[CH:20][C:19]([C:23]([F:26])([F:25])[F:24])=[N:18]3)[C:14]([C:27]3[CH:28]=[C:29]([C:35]([O:37]C)=[O:36])[C:30](=[O:34])[N:31]([CH3:33])[CH:32]=3)=[CH:13][N:12]=2)[CH:6]=[C:7]([CH3:9])[CH:8]=1.[OH-].[Na+]. (5) Given the product [NH2:5][C:6]1[CH:11]=[C:10]([C:12]2[C:13]([C:24]3[C:25]([F:45])=[C:26]([NH:30][S:31]([C:34]4[CH:39]=[C:38]([F:40])[CH:37]=[CH:36][C:35]=4[F:41])(=[O:32])=[O:33])[CH:27]=[CH:28][CH:29]=3)=[N:14][N:15]([CH:17]3[CH2:18][CH2:19][N:20]([CH3:23])[CH2:21][CH2:22]3)[CH:16]=2)[CH:9]=[CH:8][N:7]=1, predict the reactants needed to synthesize it. The reactants are: C([NH:5][C:6]1[CH:11]=[C:10]([C:12]2[C:13]([C:24]3[C:25]([F:45])=[C:26]([N:30](COC)[S:31]([C:34]4[CH:39]=[C:38]([F:40])[CH:37]=[CH:36][C:35]=4[F:41])(=[O:33])=[O:32])[CH:27]=[CH:28][CH:29]=3)=[N:14][N:15]([CH:17]3[CH2:22][CH2:21][N:20]([CH3:23])[CH2:19][CH2:18]3)[CH:16]=2)[CH:9]=[CH:8][N:7]=1)(C)(C)C.